The task is: Regression. Given a target protein amino acid sequence and a drug SMILES string, predict the binding affinity score between them. We predict pKi (pKi = -log10(Ki in M); higher means stronger inhibition). Dataset: bindingdb_ki.. This data is from Drug-target binding data from BindingDB using Ki measurements. (1) The drug is C=C(OP(=O)(O)O)C(=O)O. The target protein sequence is MPPQLHNGLDFSAKVIQGSLDSLPQEVRKFVEGNAQLCQPEYIHICDGSEEEYGRLLAHMQEEGVIRKLKKYDNCWLALTDPRDVARIESKTVIITQEQRDTVPIPKSGQSQLGRWMSEEDFEKAFNARFPGCMKGRTMYVIPFSMGPLGSPLAKIGIELTDSPYVVASMRIMTRMGTSVLEALGDGEFIKCLHSVGCPLPLKKPLVNNWACNPELTLIAHLPDRREIISFGSGYGGNSLLGKKCFALRIASRLAKEEGWLAEHMLILGITNPEGKKKYLAAAFPSACGKTNLAMMNPTLPGWKVECVGDDIAWMKFDAQGNLRAINPENGFFGVAPGTSVKTNPNAIKTIQKNTIFTNVAETSDGGVYWEGIDEPLAPGVTITSWKNKEWRPQDEEPCAHPNSRFCTPASQCPIIDPAWESPEGVPIEGIIFGGRRPAGVPLVYEALSWQHGVFVGAAMRSEATAAAEHKGKVIMRDPFAMRPFFGYNFGKYLAHWLSM.... The pKi is 3.5. (2) The compound is NC(=O)CC[C@H](NC(=O)CN1CCC[C@H](NC(=O)[C@H](Cc2ccc(OP(=O)(O)O)cc2)NC(=O)OCc2ccccc2)C1=O)C(=O)NCc1ccccc1. The target protein sequence is GQANHPTAAVVTEKQQMLEQHLQDVRKRVQDLEQKMKVVENLQDDFDFNYKTLKSQGDMQDLNGNNQSVTRQKMQQLEQMLTALDQMRRSIVSELAGLLSAMEYVQKTLTDEELADWKRRQQIACIGGPPNICLDRLENWITSLAESQLQTRQQIKKLEELQQKVSYKGDPIVQHRPMLEERIVELFRNLMKSAFVVERQPCMPMHPDRPLVIKTGVQFTTKVRLLVKFPELNYQLKIKVCIDKDSGDVAALRGSRKFNILGTNTKVMNMEESNNGSLSAEFKHLTLREQRCGNGGRANCDASLIVTEELHLITFETEVYHQGLKIDLETHSLPVVVISNICQMPNAWASILWYNMLTNNPKNVNFFTKPPIGTWDQVAEVLSWQFSSTTKRGLSIEQLTTLAEKLLGPGVNYSGCQITWAKFCKENMAGKGFSFWVWLDNIIDLVKKYILALWNEGYIMGFISKERERAILSTKPPGTFLLRFSESSKEGGVTFTWVEK.... The pKi is 5.5. (3) The drug is CNC(=O)[C@@]12C[C@@H]1[C@@H](n1cnc3c(NC)nc(C#Cc4cnccn4)nc31)[C@H](O)[C@@H]2O. The target protein (Q61618) has sequence MEADNTTETDWLNITYITMEAAIGLCAVVGNMLVIWVVKLNPTLRTTTVYFIVSLALADIAVGVLVIPLAIAVSLQVKMHFYACLFMSCVLLIFTHASIMSLLAIAVHRYLRVKLTVRYRTVTTQRRIWLFLGLCWLVSFLVGLTPMFGWNRKATLASSQNSSTLLCHFRSVVSLDYMVFFSFITWILVPLVVMCIIYLDIFYIIRNKLSQNLTGFRETRAFYGREFKTAKSLFLVLFLFALCWLPLSIINFVSYFDVKIPDVAMCLGILLSHANSMMNPIVYACKIKKFKETYFLILRAVRLCQTSDSLDSNMEQTTE. The pKi is 7.2.